Dataset: Catalyst prediction with 721,799 reactions and 888 catalyst types from USPTO. Task: Predict which catalyst facilitates the given reaction. Reactant: [2H][C:2]1[C:7]([2H])=[C:6]([NH2:9])[C:5]([NH2:10])=[C:4]([2H])[C:3]=1[2H].C[SH-][C:15]([SH-]C)=[N:16][C:17]1[S:18][C:19]2[CH:25]=[CH:24][CH:23]=[CH:22][C:20]=2[N:21]=1.O. Product: [S:18]1[C:19]2[CH:25]=[CH:24][CH:23]=[CH:22][C:20]=2[N:21]=[C:17]1[NH:16][C:15]1[NH:9][C:6]2[CH:7]=[CH:2][CH:3]=[CH:4][C:5]=2[N:10]=1. The catalyst class is: 3.